From a dataset of Forward reaction prediction with 1.9M reactions from USPTO patents (1976-2016). Predict the product of the given reaction. (1) Given the reactants O[C:2]1[CH:3]=[N:4][C:5]2[C:10]([N:11]=1)=[CH:9][C:8]([C:12]([C:14]1[CH:19]=[CH:18][C:17]([NH:20][C:21](=[O:26])[C:22]([CH3:25])([CH3:24])[CH3:23])=[CH:16][CH:15]=1)=[O:13])=[CH:7][CH:6]=2.O=S(Cl)[Cl:29], predict the reaction product. The product is: [Cl:29][C:2]1[CH:3]=[N:4][C:5]2[C:10]([N:11]=1)=[CH:9][C:8]([C:12]([C:14]1[CH:19]=[CH:18][C:17]([NH:20][C:21](=[O:26])[C:22]([CH3:25])([CH3:24])[CH3:23])=[CH:16][CH:15]=1)=[O:13])=[CH:7][CH:6]=2. (2) The product is: [Br:1][C:2]1[C:3]([N:12]2[CH2:17][CH2:16][N:15]([CH2:18][C:19]3[N:23]([CH3:24])[CH:22]=[N:21][CH:20]=3)[CH2:14][CH2:13]2)=[C:4]2[N:9]=[C:39]([C:38]3[CH:37]=[CH:36][C:35]([CH2:34][N:31]4[CH2:32][CH2:33][O:28][CH2:29][CH2:30]4)=[CH:42][CH:41]=3)[NH:8][C:5]2=[N:6][CH:7]=1. Given the reactants [Br:1][C:2]1[C:3]([N:12]2[CH2:17][CH2:16][N:15]([CH2:18][C:19]3[N:23]([CH3:24])[CH:22]=[N:21][CH:20]=3)[CH2:14][CH2:13]2)=[C:4]([N+:9]([O-])=O)[C:5]([NH2:8])=[N:6][CH:7]=1.CCO.[O:28]1[CH2:33][CH2:32][N:31]([CH2:34][C:35]2[CH:42]=[CH:41][C:38]([CH:39]=O)=[CH:37][CH:36]=2)[CH2:30][CH2:29]1.[O-]S(S([O-])=O)=O.[Na+].[Na+], predict the reaction product. (3) Given the reactants [CH3:1][C:2]([CH3:7])=[CH:3][C:4](=[O:6])[CH3:5].C(N(CC)CC)C.FC(F)(F)S(O[Si:21]([C:24]([CH3:27])([CH3:26])[CH3:25])([CH3:23])[CH3:22])(=O)=O, predict the reaction product. The product is: [C:24]([Si:21]([CH3:23])([CH3:22])[O:6][C:4]([CH:3]=[C:2]([CH3:7])[CH3:1])=[CH2:5])([CH3:27])([CH3:26])[CH3:25]. (4) Given the reactants [CH2:1]([NH:4][C:5](=O)[O:6]C1C=CC([N+]([O-])=O)=CC=1)[C:2]#[CH:3].[Cl:17][C:18]1[C:32]([Cl:33])=[CH:31][CH:30]=[CH:29][C:19]=1[CH2:20][N:21]1[CH2:26][CH2:25][O:24][C@@H:23]([CH2:27][NH2:28])[CH2:22]1.C(N(CC)C(C)C)(C)C, predict the reaction product. The product is: [Cl:17][C:18]1[C:32]([Cl:33])=[CH:31][CH:30]=[CH:29][C:19]=1[CH2:20][N:21]1[CH2:26][CH2:25][O:24][C@@H:23]([CH2:27][NH:28][C:5]([NH:4][CH2:1][C:2]#[CH:3])=[O:6])[CH2:22]1. (5) Given the reactants Cl.Cl[C:3]1[N:16]2[C:7](=[N:8][C:9]3[C:14]([C:15]2=[O:17])=[C:13]([F:18])[CH:12]=[CH:11][CH:10]=3)[C:6]2[CH:19]=[CH:20][N:21]([S:22]([C:25]3[CH:30]=[CH:29][C:28]([CH3:31])=[CH:27][CH:26]=3)(=[O:24])=[O:23])[C:5]=2[N:4]=1.[Cl:32][C:33]1[CH:34]=[C:35]2[C:39](=[CH:40][C:41]=1[NH2:42])[N:38]([C:43](=[O:48])[CH2:44][N:45]([CH3:47])[CH3:46])[CH2:37][CH2:36]2, predict the reaction product. The product is: [Cl:32][C:33]1[CH:34]=[C:35]2[C:39](=[CH:40][C:41]=1[NH:42][C:3]1[N:16]3[C:7](=[N:8][C:9]4[C:14]([C:15]3=[O:17])=[C:13]([F:18])[CH:12]=[CH:11][CH:10]=4)[C:6]3[CH:19]=[CH:20][N:21]([S:22]([C:25]4[CH:26]=[CH:27][C:28]([CH3:31])=[CH:29][CH:30]=4)(=[O:23])=[O:24])[C:5]=3[N:4]=1)[N:38]([C:43](=[O:48])[CH2:44][N:45]([CH3:46])[CH3:47])[CH2:37][CH2:36]2.